Dataset: Catalyst prediction with 721,799 reactions and 888 catalyst types from USPTO. Task: Predict which catalyst facilitates the given reaction. (1) Reactant: [CH:1]1[CH:2]=[CH:3][C:4]([C@@H:7]2[N:16]([C:17]([O:19][C@@H:20]3[CH:25]4[CH2:26][CH2:27][N:22]([CH2:23][CH2:24]4)[CH2:21]3)=[O:18])[CH2:15][CH2:14][C:13]3[CH:12]=[CH:11][CH:10]=[CH:9][C:8]2=3)=[CH:5][CH:6]=1.[C:28]([OH:35])(=[O:34])/[CH:29]=[CH:30]\[C:31]([OH:33])=[O:32]. Product: [CH:1]1[CH:6]=[CH:5][C:4]([C@@H:7]2[N:16]([C:17]([O:19][C@@H:20]3[CH:25]4[CH2:24][CH2:23][N:22]([CH2:27][CH2:26]4)[CH2:21]3)=[O:18])[CH2:15][CH2:14][C:13]3[CH:12]=[CH:11][CH:10]=[CH:9][C:8]2=3)=[CH:3][CH:2]=1.[C:28]([O-:35])(=[O:34])/[CH:29]=[CH:30]\[C:31]([O-:33])=[O:32]. The catalyst class is: 480. (2) Reactant: [Cl:1][C:2]1[CH:7]=[CH:6][C:5]([CH2:8]O)=[C:4]([O:10][CH2:11][C:12]2[CH:17]=[CH:16][CH:15]=[CH:14][CH:13]=2)[CH:3]=1.P(Br)(Br)[Br:19].C(=O)([O-])O.[Na+]. Product: [Br:19][CH2:8][C:5]1[CH:6]=[CH:7][C:2]([Cl:1])=[CH:3][C:4]=1[O:10][CH2:11][C:12]1[CH:17]=[CH:16][CH:15]=[CH:14][CH:13]=1. The catalyst class is: 34. (3) Reactant: [CH3:1][C:2]1[CH:7]=[CH:6][C:5]([NH:8][C:9](=[O:26])[C:10]2[CH:15]=[CH:14][C:13]([N:16]3[CH2:21][CH2:20][O:19][CH2:18][CH2:17]3)=[C:12]([C:22]([F:25])([F:24])[F:23])[CH:11]=2)=[CH:4][C:3]=1[N+:27]([O-])=O.[Sn](Cl)(Cl)(Cl)Cl. Product: [NH2:27][C:3]1[CH:4]=[C:5]([NH:8][C:9](=[O:26])[C:10]2[CH:15]=[CH:14][C:13]([N:16]3[CH2:21][CH2:20][O:19][CH2:18][CH2:17]3)=[C:12]([C:22]([F:25])([F:24])[F:23])[CH:11]=2)[CH:6]=[CH:7][C:2]=1[CH3:1]. The catalyst class is: 162.